From a dataset of Peptide-MHC class I binding affinity with 185,985 pairs from IEDB/IMGT. Regression. Given a peptide amino acid sequence and an MHC pseudo amino acid sequence, predict their binding affinity value. This is MHC class I binding data. (1) The peptide sequence is IFMLQKCDL. The MHC is HLA-B39:01 with pseudo-sequence HLA-B39:01. The binding affinity (normalized) is 0.0847. (2) The peptide sequence is GLSSGFYFEI. The MHC is HLA-A02:01 with pseudo-sequence HLA-A02:01. The binding affinity (normalized) is 0.522. (3) The binding affinity (normalized) is 0.413. The MHC is HLA-A68:02 with pseudo-sequence HLA-A68:02. The peptide sequence is KLNVGDYFV. (4) The binding affinity (normalized) is 0.0847. The peptide sequence is CLSPVVAGL. The MHC is HLA-A25:01 with pseudo-sequence HLA-A25:01. (5) The peptide sequence is RAEVSLHEV. The MHC is HLA-A26:01 with pseudo-sequence HLA-A26:01. The binding affinity (normalized) is 0. (6) The peptide sequence is ILKEPVHGV. The MHC is HLA-B14:02 with pseudo-sequence HLA-B14:02. The binding affinity (normalized) is 0. (7) The peptide sequence is QIQAGNFHW. The MHC is HLA-B39:01 with pseudo-sequence HLA-B39:01. The binding affinity (normalized) is 0.0847.